This data is from NCI-60 drug combinations with 297,098 pairs across 59 cell lines. The task is: Regression. Given two drug SMILES strings and cell line genomic features, predict the synergy score measuring deviation from expected non-interaction effect. (1) Drug 1: C1=CC(=C2C(=C1NCCNCCO)C(=O)C3=C(C=CC(=C3C2=O)O)O)NCCNCCO. Drug 2: C(CCl)NC(=O)N(CCCl)N=O. Cell line: SN12C. Synergy scores: CSS=24.3, Synergy_ZIP=-6.32, Synergy_Bliss=-10.6, Synergy_Loewe=-22.8, Synergy_HSA=-8.80. (2) Drug 1: CC1=C(N=C(N=C1N)C(CC(=O)N)NCC(C(=O)N)N)C(=O)NC(C(C2=CN=CN2)OC3C(C(C(C(O3)CO)O)O)OC4C(C(C(C(O4)CO)O)OC(=O)N)O)C(=O)NC(C)C(C(C)C(=O)NC(C(C)O)C(=O)NCCC5=NC(=CS5)C6=NC(=CS6)C(=O)NCCC[S+](C)C)O. Drug 2: CC(C)CN1C=NC2=C1C3=CC=CC=C3N=C2N. Cell line: NCIH23. Synergy scores: CSS=24.3, Synergy_ZIP=-5.04, Synergy_Bliss=-3.46, Synergy_Loewe=-7.85, Synergy_HSA=-4.64. (3) Drug 1: CC1=C2C(C(=O)C3(C(CC4C(C3C(C(C2(C)C)(CC1OC(=O)C(C(C5=CC=CC=C5)NC(=O)OC(C)(C)C)O)O)OC(=O)C6=CC=CC=C6)(CO4)OC(=O)C)OC)C)OC. Drug 2: CN(C)C1=NC(=NC(=N1)N(C)C)N(C)C. Cell line: SNB-75. Synergy scores: CSS=40.7, Synergy_ZIP=7.25, Synergy_Bliss=6.39, Synergy_Loewe=-32.5, Synergy_HSA=5.11. (4) Drug 1: CN1CCC(CC1)COC2=C(C=C3C(=C2)N=CN=C3NC4=C(C=C(C=C4)Br)F)OC. Drug 2: C1CCC(C1)C(CC#N)N2C=C(C=N2)C3=C4C=CNC4=NC=N3. Cell line: M14. Synergy scores: CSS=-7.74, Synergy_ZIP=7.56, Synergy_Bliss=11.7, Synergy_Loewe=2.30, Synergy_HSA=1.61. (5) Drug 1: C1CN1C2=NC(=NC(=N2)N3CC3)N4CC4. Drug 2: C1=NC2=C(N1)C(=S)N=C(N2)N. Cell line: HS 578T. Synergy scores: CSS=36.2, Synergy_ZIP=-11.0, Synergy_Bliss=-3.35, Synergy_Loewe=-1.32, Synergy_HSA=0.349. (6) Drug 1: CC(C1=C(C=CC(=C1Cl)F)Cl)OC2=C(N=CC(=C2)C3=CN(N=C3)C4CCNCC4)N. Drug 2: C1CNP(=O)(OC1)N(CCCl)CCCl. Cell line: RXF 393. Synergy scores: CSS=-0.137, Synergy_ZIP=1.88, Synergy_Bliss=4.44, Synergy_Loewe=1.07, Synergy_HSA=1.07. (7) Drug 1: C1=CN(C=N1)CC(O)(P(=O)(O)O)P(=O)(O)O. Drug 2: C#CCC(CC1=CN=C2C(=N1)C(=NC(=N2)N)N)C3=CC=C(C=C3)C(=O)NC(CCC(=O)O)C(=O)O. Cell line: M14. Synergy scores: CSS=-0.702, Synergy_ZIP=0.0408, Synergy_Bliss=1.66, Synergy_Loewe=-1.15, Synergy_HSA=-0.0737. (8) Drug 1: C1=CN(C=N1)CC(O)(P(=O)(O)O)P(=O)(O)O. Cell line: ACHN. Synergy scores: CSS=20.3, Synergy_ZIP=1.62, Synergy_Bliss=0.784, Synergy_Loewe=-8.78, Synergy_HSA=-0.368. Drug 2: COCCOC1=C(C=C2C(=C1)C(=NC=N2)NC3=CC=CC(=C3)C#C)OCCOC.Cl.